Dataset: Forward reaction prediction with 1.9M reactions from USPTO patents (1976-2016). Task: Predict the product of the given reaction. (1) The product is: [C:5]([O:7][C@H:24]([O:28][C:29]([NH:31][CH2:32][C:33]1([CH2:39][C:40]([OH:42])=[O:41])[CH2:34][CH2:35][CH2:36][CH2:37][CH2:38]1)=[O:30])[CH:25]([CH3:26])[CH3:27])(=[O:6])[CH:4]([CH3:9])[CH3:3]. Given the reactants ClC1[CH:3]=[C:4]([CH:9]=CC=1)[C:5]([O:7]O)=[O:6].P([O-])([O-])(O)=O.[Na+].[Na+].C([C@H:24]([O:28][C:29]([NH:31][CH2:32][C:33]1([CH2:39][C:40]([OH:42])=[O:41])[CH2:38][CH2:37][CH2:36][CH2:35][CH2:34]1)=[O:30])[CH:25]([CH3:27])[CH3:26])(=O)C(C)C.Cl, predict the reaction product. (2) Given the reactants [CH2:1]([O:5][CH2:6][CH2:7][O:8][C:9]1[CH:14]=[CH:13][C:12]([C:15]2[CH:16]=[CH:17][C:18]3[N:24]([CH2:25][CH2:26][CH3:27])[CH2:23][CH2:22][C:21]([C:28]([NH:30][C:31]4[CH:32]=[N:33][C:34]([S:37][CH2:38][C:39]5[CH:40]=[N:41][CH:42]=[CH:43][CH:44]=5)=[CH:35][CH:36]=4)=[O:29])=[CH:20][C:19]=3[CH:45]=2)=[CH:11][CH:10]=1)[CH2:2][CH2:3][CH3:4].ClC1C=CC=C(C(OO)=[O:54])C=1.S([O-])([O-])(=O)=S.[Na+].[Na+], predict the reaction product. The product is: [CH2:1]([O:5][CH2:6][CH2:7][O:8][C:9]1[CH:14]=[CH:13][C:12]([C:15]2[CH:16]=[CH:17][C:18]3[N:24]([CH2:25][CH2:26][CH3:27])[CH2:23][CH2:22][C:21]([C:28]([NH:30][C:31]4[CH:32]=[N:33][C:34]([S:37]([CH2:38][C:39]5[CH:40]=[N:41][CH:42]=[CH:43][CH:44]=5)=[O:54])=[CH:35][CH:36]=4)=[O:29])=[CH:20][C:19]=3[CH:45]=2)=[CH:11][CH:10]=1)[CH2:2][CH2:3][CH3:4]. (3) The product is: [F:16][C:9]1[CH:10]=[CH:11][C:12]([CH3:15])=[C:13]2[C:8]=1[N:7]([CH2:18][C:19]1[C:28]3[C:23](=[CH:24][CH:25]=[CH:26][CH:27]=3)[CH:22]=[CH:21][CH:20]=1)[C:6]([C:4]([OH:3])=[O:5])=[CH:14]2. Given the reactants C([O:3][C:4]([C:6]1[NH:7][C:8]2[C:13]([CH:14]=1)=[C:12]([CH3:15])[CH:11]=[CH:10][C:9]=2[F:16])=[O:5])C.Br[CH2:18][C:19]1[C:28]2[C:23](=[CH:24][CH:25]=[CH:26][CH:27]=2)[CH:22]=[CH:21][CH:20]=1, predict the reaction product. (4) Given the reactants [CH2:1]([N:3]1[C:15]2[CH:14]=[CH:13][C:12]([CH:16]=O)=[CH:11][C:10]=2[C:9]2[C:4]1=[CH:5][CH:6]=[CH:7][CH:8]=2)[CH3:2].[C:18]1([NH:24][NH2:25])[CH:23]=[CH:22][CH:21]=[CH:20][CH:19]=1, predict the reaction product. The product is: [C:18]1([NH:24][N:25]=[CH:16][C:12]2[CH:13]=[CH:14][C:15]3[N:3]([CH2:1][CH3:2])[C:4]4[C:9]([C:10]=3[CH:11]=2)=[CH:8][CH:7]=[CH:6][CH:5]=4)[CH:23]=[CH:22][CH:21]=[CH:20][CH:19]=1. (5) Given the reactants [O:1]1[C:5]2([CH2:10][CH2:9][N:8]([C:11]([C:13]3[NH:14][C:15]4[C:20]([CH:21]=3)=[CH:19][C:18]([C:22]([N:24]3[CH2:29][CH2:28][N:27]([CH:30]([CH3:32])[CH3:31])[CH2:26][CH2:25]3)=[O:23])=[CH:17][CH:16]=4)=[O:12])[CH2:7][CH2:6]2)[O:4][CH2:3][CH2:2]1.[F:33][C:34]([F:45])([F:44])[C:35]1[CH:36]=[C:37](B(O)O)[CH:38]=[CH:39][CH:40]=1.N1C=CC=CC=1, predict the reaction product. The product is: [O:4]1[C:5]2([CH2:10][CH2:9][N:8]([C:11]([C:13]3[N:14]([C:39]4[CH:38]=[CH:37][CH:36]=[C:35]([C:34]([F:45])([F:44])[F:33])[CH:40]=4)[C:15]4[C:20]([CH:21]=3)=[CH:19][C:18]([C:22]([N:24]3[CH2:25][CH2:26][N:27]([CH:30]([CH3:32])[CH3:31])[CH2:28][CH2:29]3)=[O:23])=[CH:17][CH:16]=4)=[O:12])[CH2:7][CH2:6]2)[O:1][CH2:2][CH2:3]1. (6) Given the reactants Cl.[NH2:2][C@@H:3]([CH2:8][CH2:9][CH2:10][CH3:11])[C:4]([O:6][CH3:7])=[O:5].N1C=CC=CC=1.[C:18](Cl)(Cl)=[O:19].Cl, predict the reaction product. The product is: [N:2]([C@@H:3]([CH2:8][CH2:9][CH2:10][CH3:11])[C:4]([O:6][CH3:7])=[O:5])=[C:18]=[O:19].